Task: Predict the reaction yield, written as a fraction of the theoretical maximum amount of product (1.0 means a 100% yield; for example, 0.34 means a 34% yield).. Dataset: Reaction yield outcomes from USPTO patents with 853,638 reactions The yield is 0.330. The reactants are CC1(C)[O:6][C@H:5]([CH2:7][O:8][C:9]2[CH:14]=[CH:13][C:12]([C:15]([C:20]3[CH:25]=[CH:24][C:23]([C:26]#[C:27][CH:28]([OH:33])[C:29]([CH3:32])([CH3:31])[CH3:30])=[C:22]([CH3:34])[CH:21]=3)([CH2:18][CH3:19])[CH2:16][CH3:17])=[CH:11][C:10]=2[CH3:35])[CH2:4][O:3]1.Cl.C([O-])(O)=O.[Na+]. The catalyst is CO. The product is [CH2:16]([C:15]([C:12]1[CH:13]=[CH:14][C:9]([O:8][CH2:7][C@@H:5]([OH:6])[CH2:4][OH:3])=[C:10]([CH3:35])[CH:11]=1)([C:20]1[CH:25]=[CH:24][C:23]([C:26]#[C:27][CH:28]([OH:33])[C:29]([CH3:31])([CH3:32])[CH3:30])=[C:22]([CH3:34])[CH:21]=1)[CH2:18][CH3:19])[CH3:17].